From a dataset of Full USPTO retrosynthesis dataset with 1.9M reactions from patents (1976-2016). Predict the reactants needed to synthesize the given product. (1) Given the product [CH2:3]([O:5][C:6]1[C:11]([C:12]#[N:13])=[CH:10][N:9]=[C:8]([O:14][C:15]2[CH:16]=[CH:17][C:18]3[B:21]([OH:25])[O:22][CH2:23][C:19]=3[CH:20]=2)[CH:7]=1)[CH3:4], predict the reactants needed to synthesize it. The reactants are: [BH4-].[Na+].[CH2:3]([O:5][C:6]1[C:11]([C:12]#[N:13])=[CH:10][N:9]=[C:8]([O:14][C:15]2[CH:20]=[CH:19][C:18]([B:21]3[O:25]C(C)(C)[C:23](C)(C)[O:22]3)=[C:17](C=O)[CH:16]=2)[CH:7]=1)[CH3:4]. (2) The reactants are: [NH2:1][C:2]1[C:3]([C:12]([N:14]([CH2:27][C:28]2[CH:33]=[CH:32][CH:31]=[CH:30][CH:29]=2)[C@H:15]([C:23]([O:25][CH3:26])=[O:24])[CH2:16][C:17]2[CH:22]=[CH:21][CH:20]=[CH:19][CH:18]=2)=[O:13])=[CH:4][C:5]2[C:10]([CH:11]=1)=[CH:9][CH:8]=[CH:7][CH:6]=2.C(N(CC)CC)C.[Cl:41][C:42]1[CH:47]=[CH:46][CH:45]=[C:44]([Cl:48])[C:43]=1[N:49]=[C:50]=[O:51]. Given the product [Cl:41][C:42]1[CH:47]=[CH:46][CH:45]=[C:44]([Cl:48])[C:43]=1[NH:49][C:50]([NH:1][C:2]1[C:3]([C:12]([N:14]([CH2:27][C:28]2[CH:33]=[CH:32][CH:31]=[CH:30][CH:29]=2)[C@H:15]([C:23]([O:25][CH3:26])=[O:24])[CH2:16][C:17]2[CH:22]=[CH:21][CH:20]=[CH:19][CH:18]=2)=[O:13])=[CH:4][C:5]2[C:10]([CH:11]=1)=[CH:9][CH:8]=[CH:7][CH:6]=2)=[O:51], predict the reactants needed to synthesize it. (3) Given the product [CH2:1]([N:8]([CH2:19][C:20]1[CH:33]=[CH:32][C:23]([O:24][C:25]2[CH:26]=[C:27]([CH:28]=[CH:29][CH:30]=2)[O:31][CH2:37][CH2:38][CH2:39][C:40]([O:42][CH2:43][CH3:44])=[O:41])=[CH:22][CH:21]=1)[C:9]1[CH:14]=[CH:13][CH:12]=[C:11]([N+:15]([O-:17])=[O:16])[C:10]=1[CH3:18])[C:2]1[CH:3]=[CH:4][CH:5]=[CH:6][CH:7]=1, predict the reactants needed to synthesize it. The reactants are: [CH2:1]([N:8]([CH2:19][C:20]1[CH:33]=[CH:32][C:23]([O:24][C:25]2[CH:26]=[C:27]([OH:31])[CH:28]=[CH:29][CH:30]=2)=[CH:22][CH:21]=1)[C:9]1[CH:14]=[CH:13][CH:12]=[C:11]([N+:15]([O-:17])=[O:16])[C:10]=1[CH3:18])[C:2]1[CH:7]=[CH:6][CH:5]=[CH:4][CH:3]=1.[H-].[Na+].Br[CH2:37][CH2:38][CH2:39][C:40]([O:42][CH2:43][CH3:44])=[O:41]. (4) Given the product [OH:12][C:7]([C:13]1[CH:14]=[C:15]([N:19]([CH2:29][CH:30]([CH3:32])[CH3:31])[S:20]([C:23]2[CH:24]=[CH:25][CH:26]=[CH:27][CH:28]=2)(=[O:22])=[O:21])[CH:16]=[CH:17][CH:18]=1)([C:8]([F:11])([F:9])[F:10])[C:6]#[C:5][CH:4]=[O:3], predict the reactants needed to synthesize it. The reactants are: C([O:3][CH:4](OCC)[C:5]#[C:6][C:7]([C:13]1[CH:14]=[C:15]([N:19]([CH2:29][CH:30]([CH3:32])[CH3:31])[S:20]([C:23]2[CH:28]=[CH:27][CH:26]=[CH:25][CH:24]=2)(=[O:22])=[O:21])[CH:16]=[CH:17][CH:18]=1)([OH:12])[C:8]([F:11])([F:10])[F:9])C.O.C1(C)C=CC(S(O)(=O)=O)=CC=1. (5) Given the product [CH2:12]([O:13][C:14](=[O:16])[CH2:15][O:3][C:4]1[CH:9]=[CH:8][N:7]=[CH:6][CH:5]=1)[CH3:11], predict the reactants needed to synthesize it. The reactants are: [H-].[Na+].[OH:3][C:4]1[CH:9]=[CH:8][N:7]=[CH:6][CH:5]=1.Br[CH2:11][CH2:12][O:13][C:14](=[O:16])[CH3:15]. (6) Given the product [Br:1][C:2]1[CH:7]=[CH:6][C:5]([S:8][C:12]2[CH:11]=[C:10]([Cl:9])[CH:15]=[C:14]([Cl:16])[CH:13]=2)=[CH:4][CH:3]=1, predict the reactants needed to synthesize it. The reactants are: [Br:1][C:2]1[CH:7]=[CH:6][C:5]([SH:8])=[CH:4][CH:3]=1.[Cl:9][C:10]1[CH:11]=[C:12](I)[CH:13]=[C:14]([Cl:16])[CH:15]=1.CC(CCC)C(=O)C(=O)C(C)(C)C.C(=O)([O-])[O-].[Cs+].[Cs+].